From a dataset of Full USPTO retrosynthesis dataset with 1.9M reactions from patents (1976-2016). Predict the reactants needed to synthesize the given product. (1) Given the product [CH:1]([N:4]1[C:8]([C:9]2[N:10]=[C:11]3[C:17]4[CH:18]=[CH:19][C:20]([C:22]5[CH:23]=[N:24][N:25]([C:27]([CH3:34])([CH3:33])[C:28]([OH:30])=[O:29])[CH:26]=5)=[CH:21][C:16]=4[O:15][CH2:14][CH2:13][N:12]3[CH:35]=2)=[N:7][C:6]([CH3:36])=[N:5]1)([CH3:3])[CH3:2], predict the reactants needed to synthesize it. The reactants are: [CH:1]([N:4]1[C:8]([C:9]2[N:10]=[C:11]3[C:17]4[CH:18]=[CH:19][C:20]([C:22]5[CH:23]=[N:24][N:25]([C:27]([CH3:34])([CH3:33])[C:28]([O:30]CC)=[O:29])[CH:26]=5)=[CH:21][C:16]=4[O:15][CH2:14][CH2:13][N:12]3[CH:35]=2)=[N:7][C:6]([CH3:36])=[N:5]1)([CH3:3])[CH3:2].[Li+].[OH-].O.C(O)(=O)CC(CC(O)=O)(C(O)=O)O. (2) Given the product [Cl:13][C:14]1[N:15]=[N:16][C:17]([N:2]([CH3:1])[C@H:3]2[CH2:4][CH2:5][C@H:6]([C:9]#[C:10][CH2:11][OH:12])[CH2:7][CH2:8]2)=[CH:18][CH:19]=1, predict the reactants needed to synthesize it. The reactants are: [CH3:1][NH:2][C@H:3]1[CH2:8][CH2:7][C@H:6]([C:9]#[C:10][CH2:11][OH:12])[CH2:5][CH2:4]1.[Cl:13][C:14]1[N:15]=[N:16][C:17](Cl)=[CH:18][CH:19]=1.C(N(C(C)C)C(C)C)C.